Task: Regression. Given a peptide amino acid sequence and an MHC pseudo amino acid sequence, predict their binding affinity value. This is MHC class II binding data.. Dataset: Peptide-MHC class II binding affinity with 134,281 pairs from IEDB The peptide sequence is FRDRARVPLTSNNGI. The MHC is HLA-DQA10301-DQB10302 with pseudo-sequence HLA-DQA10301-DQB10302. The binding affinity (normalized) is 0.246.